Dataset: Forward reaction prediction with 1.9M reactions from USPTO patents (1976-2016). Task: Predict the product of the given reaction. Given the reactants C(O)C.[OH-].[K+].[CH2:6]=[C:7]1[C:15]2[C:10](=[CH:11][C:12]([CH2:25][CH2:26][CH2:27][CH2:28][CH2:29][CH3:30])=[C:13]([O:16][CH2:17][CH2:18][CH2:19][C:20]([O:22]CC)=[O:21])[CH:14]=2)[CH2:9][CH2:8]1, predict the reaction product. The product is: [CH2:6]=[C:7]1[C:15]2[C:10](=[CH:11][C:12]([CH2:25][CH2:26][CH2:27][CH2:28][CH2:29][CH3:30])=[C:13]([O:16][CH2:17][CH2:18][CH2:19][C:20]([OH:22])=[O:21])[CH:14]=2)[CH2:9][CH2:8]1.